Dataset: Forward reaction prediction with 1.9M reactions from USPTO patents (1976-2016). Task: Predict the product of the given reaction. (1) The product is: [CH3:14][C:15]1[N:20]=[C:19]([S:21][CH2:3][C:4]2[N:8]([CH3:9])[C:7]3[CH:10]=[CH:11][CH:12]=[CH:13][C:6]=3[N:5]=2)[N:18]=[C:17]([OH:22])[CH:16]=1. Given the reactants Br.Br[CH2:3][C:4]1[N:8]([CH3:9])[C:7]2[CH:10]=[CH:11][CH:12]=[CH:13][C:6]=2[N:5]=1.[CH3:14][C:15]1[N:20]=[C:19]([SH:21])[N:18]=[C:17]([OH:22])[CH:16]=1.C(N(CC)CC)C, predict the reaction product. (2) Given the reactants [H-].[Al+3].[Li+].[H-].[H-].[H-].[CH2:7]([N:14]1[CH2:19][C:18](=O)[NH:17][CH:16]([CH2:21][CH3:22])[C:15]1=O)[C:8]1[CH:13]=[CH:12][CH:11]=[CH:10][CH:9]=1.O.[OH-].[Na+], predict the reaction product. The product is: [CH2:7]([N:14]1[CH2:19][CH2:18][NH:17][CH:16]([CH2:21][CH3:22])[CH2:15]1)[C:8]1[CH:9]=[CH:10][CH:11]=[CH:12][CH:13]=1. (3) Given the reactants [CH3:1][C:2]([CH3:37])([O:14][C:15]1[CH:20]=[CH:19][C:18]([C:21]#[C:22][CH2:23][NH:24][C@@H:25]([C:27]2[C:36]3[C:31](=[CH:32][CH:33]=[CH:34][CH:35]=3)[CH:30]=[CH:29][CH:28]=2)[CH3:26])=[CH:17][CH:16]=1)[C:3]([NH:5][CH2:6][C:7]([O:9][C:10]([CH3:13])([CH3:12])[CH3:11])=[O:8])=[O:4].[H][H], predict the reaction product. The product is: [CH3:37][C:2]([CH3:1])([O:14][C:15]1[CH:16]=[CH:17][C:18]([CH2:21][CH2:22][CH2:23][NH:24][C@@H:25]([C:27]2[C:36]3[C:31](=[CH:32][CH:33]=[CH:34][CH:35]=3)[CH:30]=[CH:29][CH:28]=2)[CH3:26])=[CH:19][CH:20]=1)[C:3]([NH:5][CH2:6][C:7]([O:9][C:10]([CH3:11])([CH3:12])[CH3:13])=[O:8])=[O:4].